This data is from Forward reaction prediction with 1.9M reactions from USPTO patents (1976-2016). The task is: Predict the product of the given reaction. (1) Given the reactants [CH:1]1([NH:4][NH2:5])[CH2:3][CH2:2]1.CN(C)[CH:8]=[CH:9][C:10](=O)[C:11]([O:13][CH2:14][CH3:15])=[O:12], predict the reaction product. The product is: [CH:1]1([N:4]2[CH:8]=[CH:9][C:10]([C:11]([O:13][CH2:14][CH3:15])=[O:12])=[N:5]2)[CH2:3][CH2:2]1. (2) Given the reactants [Br:1][C:2]1[CH:3]=[CH:4][C:5]([OH:11])=[C:6]([C:8](=[O:10])[CH3:9])[CH:7]=1.[F:12][C:13]1[CH:20]=[CH:19][CH:18]=[CH:17][C:14]=1[CH:15]=O, predict the reaction product. The product is: [Br:1][C:2]1[CH:7]=[C:6]2[C:5](=[CH:4][CH:3]=1)[O:11][CH:15]([C:14]1[CH:17]=[CH:18][CH:19]=[CH:20][C:13]=1[F:12])[CH2:9][C:8]2=[O:10]. (3) The product is: [CH3:1][C:2]1[C:6]([CH:7]=[O:8])=[CH:5][N:4]([C:24]2[CH:23]=[CH:22][N:21]=[C:20]([NH:19][C:15]3[CH:14]=[C:13]4[C:18](=[CH:17][CH:16]=3)[N:10]([CH3:9])[N:11]=[CH:12]4)[N:25]=2)[CH:32]=1. Given the reactants [CH3:1][C:2]1[C:6]([CH:7]=[O:8])=[CH:5][NH:4]N=1.[CH3:9][N:10]1[C:18]2[C:13](=[CH:14][C:15]([NH:19][C:20]3[N:25]=[C:24](S(C)(=O)=O)[CH:23]=[CH:22][N:21]=3)=[CH:16][CH:17]=2)[CH:12]=[N:11]1.[H-].[Na+].[CH2:32]1COCC1, predict the reaction product. (4) Given the reactants Cl.Cl[C:3]1[CH:21]=[CH:20][CH:19]=[CH:18][C:4]=1[CH:5](OC1CNC1)[C:6]1C=CC=CC=1Cl.[N-]=C=O.[Cl:25][C:26]1[CH:51]=[CH:50][CH:49]=[CH:48][C:27]=1[CH:28]([O:36][CH:37]1[CH2:40][N:39]([C:41]([NH:43]C(C)(C)C)=[O:42])[CH2:38]1)[C:29]1[CH:34]=[CH:33][CH:32]=[CH:31][C:30]=1[Cl:35], predict the reaction product. The product is: [Cl:35][C:30]1[CH:31]=[CH:32][CH:33]=[CH:34][C:29]=1[CH:28]([O:36][CH:37]1[CH2:38][N:39]([C:41]([NH:43][CH2:6][CH2:5][C:4]2[CH:18]=[CH:19][CH:20]=[CH:21][CH:3]=2)=[O:42])[CH2:40]1)[C:27]1[CH:48]=[CH:49][CH:50]=[CH:51][C:26]=1[Cl:25]. (5) Given the reactants [Cl:1][C:2]1[CH:9]=[C:8]([NH:10][C@H:11]2[CH2:15][CH2:14][N:13]([CH2:16][C:17]3[S:18][CH:19]=[CH:20][C:21]=3[CH3:22])[CH2:12]2)[CH:7]=[CH:6][C:3]=1[C:4]#[N:5].Br[CH2:24][C:25]1[CH:30]=[CH:29][CH:28]=[CH:27][C:26]=1[C:31]([F:34])([F:33])[F:32], predict the reaction product. The product is: [Cl:1][C:2]1[CH:9]=[C:8]([N:10]([C@H:11]2[CH2:15][CH2:14][N:13]([CH2:16][C:17]3[S:18][CH:19]=[CH:20][C:21]=3[CH3:22])[CH2:12]2)[CH2:24][C:25]2[CH:30]=[CH:29][CH:28]=[CH:27][C:26]=2[C:31]([F:32])([F:33])[F:34])[CH:7]=[CH:6][C:3]=1[C:4]#[N:5]. (6) Given the reactants FC1C=CC=CC=1CN1C=C(C2C3C(=NC=C(C4C=C(NS(C)(=O)=O)C=CC=4)C=3)NC=2)C=N1.Br[C:35]1[CH:36]=[C:37]2[C:43]([C:44]3[C:45]([CH3:58])=[N:46][N:47]([CH2:50][C:51]4[CH:56]=[CH:55][CH:54]=[C:53]([F:57])[CH:52]=4)[C:48]=3[CH3:49])=[CH:42][N:41]([S:59]([C:62]3[CH:68]=[CH:67][C:65]([CH3:66])=[CH:64][CH:63]=3)(=[O:61])=[O:60])[C:38]2=[N:39][CH:40]=1.[CH3:69][N:70]([CH3:95])[CH2:71][CH2:72][CH2:73][O:74][C:75]1[CH:80]=[CH:79][C:78](B2OC(C)(C)C(C)(C)O2)=[CH:77][C:76]=1[NH:90][S:91]([CH3:94])(=[O:93])=[O:92].C(=O)([O-])[O-].[Na+].[Na+], predict the reaction product. The product is: [CH3:95][N:70]([CH3:69])[CH2:71][CH2:72][CH2:73][O:74][C:75]1[CH:80]=[CH:79][C:78]([C:35]2[CH:36]=[C:37]3[C:43]([C:44]4[C:45]([CH3:58])=[N:46][N:47]([CH2:50][C:51]5[CH:56]=[CH:55][CH:54]=[C:53]([F:57])[CH:52]=5)[C:48]=4[CH3:49])=[CH:42][N:41]([S:59]([C:62]4[CH:63]=[CH:64][C:65]([CH3:66])=[CH:67][CH:68]=4)(=[O:60])=[O:61])[C:38]3=[N:39][CH:40]=2)=[CH:77][C:76]=1[NH:90][S:91]([CH3:94])(=[O:93])=[O:92]. (7) The product is: [N:5]1([C:7]2[S:15][C:14]3[C:9](=[N:10][CH:11]=[CH:12][C:13]=3[O:16][C:17]3[CH:18]=[CH:19][C:20]([NH:23][C:24]([NH:26][C:27](=[O:35])[CH2:28][C:29]4[CH:34]=[CH:33][CH:32]=[CH:31][CH:30]=4)=[S:25])=[CH:21][CH:22]=3)[CH:8]=2)[CH:6]=[CH:2][CH:3]=[N:4]1. Given the reactants C[C:2]1[CH:3]=[N:4][N:5]([C:7]2[S:15][C:14]3[C:9](=[N:10][CH:11]=[CH:12][C:13]=3[O:16][C:17]3[CH:22]=[CH:21][C:20]([NH:23][C:24]([NH:26][C:27](=[O:35])[CH2:28][C:29]4[CH:34]=[CH:33][CH:32]=[CH:31][CH:30]=4)=[S:25])=[CH:19][CH:18]=3)[CH:8]=2)[CH:6]=1.CC1C=NNC=1.N1C=CC=N1, predict the reaction product.